Dataset: Reaction yield outcomes from USPTO patents with 853,638 reactions. Task: Predict the reaction yield, written as a fraction of the theoretical maximum amount of product (1.0 means a 100% yield; for example, 0.34 means a 34% yield). (1) The reactants are [Cl:1][C:2]1[CH:7]=[CH:6][C:5](B(O)O)=[C:4]([F:11])[CH:3]=1.Cl[C:13]1[N:18]=[N:17][C:16]([N:19]([CH3:30])[CH:20]2[CH2:25][C:24]([CH3:27])([CH3:26])[NH:23][C:22]([CH3:29])([CH3:28])[CH2:21]2)=[CH:15][CH:14]=1.C([O-])([O-])=O.[Na+].[Na+].N#N. No catalyst specified. The product is [Cl:1][C:2]1[CH:7]=[CH:6][C:5]([C:13]2[N:18]=[N:17][C:16]([N:19]([CH3:30])[CH:20]3[CH2:25][C:24]([CH3:26])([CH3:27])[NH:23][C:22]([CH3:29])([CH3:28])[CH2:21]3)=[CH:15][CH:14]=2)=[C:4]([F:11])[CH:3]=1. The yield is 0.950. (2) The reactants are [CH3:1][O:2][C:3](=[O:37])[C:4]([C:16]1[CH:21]=[CH:20][C:19]([O:22][C:23]2[CH:28]=[CH:27][C:26]([CH:29]=[C:30]3[S:34][C:33](=[O:35])[NH:32][C:31]3=[O:36])=[CH:25][CH:24]=2)=[CH:18][CH:17]=1)=[CH:5][C:6]1[CH:11]=[C:10]([O:12][CH3:13])[CH:9]=[C:8]([O:14][CH3:15])[CH:7]=1.C([O-])=O.[NH4+].O=O. The catalyst is C(O)(=O)C.[Pd]. The product is [CH3:1][O:2][C:3](=[O:37])[C:4]([C:16]1[CH:21]=[CH:20][C:19]([O:22][C:23]2[CH:28]=[CH:27][C:26]([CH2:29][CH:30]3[S:34][C:33](=[O:35])[NH:32][C:31]3=[O:36])=[CH:25][CH:24]=2)=[CH:18][CH:17]=1)=[CH:5][C:6]1[CH:11]=[C:10]([O:12][CH3:13])[CH:9]=[C:8]([O:14][CH3:15])[CH:7]=1. The yield is 0.492. (3) The catalyst is C1COCC1. The yield is 0.630. The product is [CH2:1]([C@@H:8]1[CH2:12][O:11][C:10](=[O:13])[N:9]1[C:14](=[O:26])[C@@H:15]([C:16]1[CH:21]=[C:20]([O:22][CH3:23])[CH:19]=[C:18]([O:24][CH3:25])[CH:17]=1)[CH3:29])[C:2]1[CH:3]=[CH:4][CH:5]=[CH:6][CH:7]=1. The reactants are [CH2:1]([C@@H:8]1[CH2:12][O:11][C:10](=[O:13])[N:9]1[C:14](=[O:26])[CH2:15][C:16]1[CH:21]=[C:20]([O:22][CH3:23])[CH:19]=[C:18]([O:24][CH3:25])[CH:17]=1)[C:2]1[CH:7]=[CH:6][CH:5]=[CH:4][CH:3]=1.IC.[CH3:29]CCCCC. (4) The reactants are Br.Br[CH:3]([C:5]1[O:6][C:7](=[O:22])[C:8]2[C:13]([C:14]=1[C:15]1[CH:16]=[N:17][C:18]([CH3:21])=[CH:19][CH:20]=1)=[CH:12][CH:11]=[CH:10][CH:9]=2)[CH3:4].[NH:23]1[C:27]2=[N:28][CH:29]=[N:30][C:31]([NH2:32])=[C:26]2[CH:25]=[N:24]1.C([O-])([O-])=O.[K+].[K+]. The catalyst is CN(C=O)C. The product is [NH2:32][C:31]1[N:30]=[CH:29][N:28]=[C:27]2[N:23]([CH:3]([C:5]3[O:6][C:7](=[O:22])[C:8]4[C:13]([C:14]=3[C:15]3[CH:16]=[N:17][C:18]([CH3:21])=[CH:19][CH:20]=3)=[CH:12][CH:11]=[CH:10][CH:9]=4)[CH3:4])[N:24]=[CH:25][C:26]=12. The yield is 0.150.